From a dataset of Reaction yield outcomes from USPTO patents with 853,638 reactions. Predict the reaction yield, written as a fraction of the theoretical maximum amount of product (1.0 means a 100% yield; for example, 0.34 means a 34% yield). The reactants are Cl[C:2]1[N:7]=[CH:6][C:5]([S:8]([C:11]2[N:15]([C:16]3[CH:21]=[CH:20][CH:19]=[CH:18][C:17]=3[F:22])[N:14]=[C:13]([CH2:23][N:24]([CH3:32])[C:25](=[O:31])[O:26][C:27]([CH3:30])([CH3:29])[CH3:28])[CH:12]=2)(=[O:10])=[O:9])=[CH:4][CH:3]=1.[CH3:33][O-:34].[Na+]. The catalyst is CO. The product is [F:22][C:17]1[CH:18]=[CH:19][CH:20]=[CH:21][C:16]=1[N:15]1[C:11]([S:8]([C:5]2[CH:6]=[N:7][C:2]([O:34][CH3:33])=[CH:3][CH:4]=2)(=[O:10])=[O:9])=[CH:12][C:13]([CH2:23][N:24]([CH3:32])[C:25](=[O:31])[O:26][C:27]([CH3:30])([CH3:29])[CH3:28])=[N:14]1. The yield is 0.930.